From a dataset of Forward reaction prediction with 1.9M reactions from USPTO patents (1976-2016). Predict the product of the given reaction. (1) Given the reactants Cl[C:2]1[N:10]=[CH:9][N:8]=[C:7]2[C:3]=1[N:4]=[C:5]([C:11]1[CH:16]=[CH:15][C:14]([N:17]3[CH2:22][CH2:21][O:20][CH2:19][CH2:18]3)=[CH:13][CH:12]=1)[NH:6]2.C([O-])([O-])=O.[K+].[K+].[C:29]([C:31]1[CH:50]=[C:49](B2OC(C)(C)C(C)(C)O2)[CH:48]=[CH:47][C:32]=1[O:33][CH:34]1[CH2:39][CH2:38][N:37]([C:40]([O:42][C:43]([CH3:46])([CH3:45])[CH3:44])=[O:41])[CH2:36][CH2:35]1)#[N:30], predict the reaction product. The product is: [C:29]([C:31]1[CH:50]=[C:49]([C:2]2[N:10]=[CH:9][N:8]=[C:7]3[C:3]=2[N:4]=[C:5]([C:11]2[CH:16]=[CH:15][C:14]([N:17]4[CH2:22][CH2:21][O:20][CH2:19][CH2:18]4)=[CH:13][CH:12]=2)[NH:6]3)[CH:48]=[CH:47][C:32]=1[O:33][CH:34]1[CH2:39][CH2:38][N:37]([C:40]([O:42][C:43]([CH3:46])([CH3:45])[CH3:44])=[O:41])[CH2:36][CH2:35]1)#[N:30]. (2) Given the reactants [CH3:1][O:2][C:3]1[CH:23]=[CH:22][C:6]2[N:7]=[C:8]([NH:10][C:11]([C:13]3[CH:21]=[CH:20][C:16]([C:17]([OH:19])=O)=[CH:15][CH:14]=3)=[O:12])[S:9][C:5]=2[CH:4]=1.[CH3:24][N:25]1[CH2:30][CH2:29][NH:28][CH2:27][CH2:26]1.C(P1(=O)OP(CCC)(=O)OP(CCC)(=O)O1)CC, predict the reaction product. The product is: [CH3:1][O:2][C:3]1[CH:23]=[CH:22][C:6]2[N:7]=[C:8]([NH:10][C:11](=[O:12])[C:13]3[CH:14]=[CH:15][C:16]([C:17]([N:28]4[CH2:29][CH2:30][N:25]([CH3:24])[CH2:26][CH2:27]4)=[O:19])=[CH:20][CH:21]=3)[S:9][C:5]=2[CH:4]=1. (3) Given the reactants [Cl:1][CH2:2][CH2:3][CH2:4][C:5]1(C(O)=O)[C:18](=[O:19])[N:8]2[C@@H:9]([C:12]3[CH:17]=[CH:16][CH:15]=[CH:14][CH:13]=3)[O:10][CH2:11][C@@H:7]2[CH2:6]1, predict the reaction product. The product is: [Cl:1][CH2:2][CH2:3][CH2:4][C@H:5]1[C:18](=[O:19])[N:8]2[C@@H:9]([C:12]3[CH:17]=[CH:16][CH:15]=[CH:14][CH:13]=3)[O:10][CH2:11][C@@H:7]2[CH2:6]1.